Dataset: Reaction yield outcomes from USPTO patents with 853,638 reactions. Task: Predict the reaction yield, written as a fraction of the theoretical maximum amount of product (1.0 means a 100% yield; for example, 0.34 means a 34% yield). (1) The reactants are [C:1]([C:11]([NH:13][C@H:14]([C:18]([NH:20][CH:21]([C:30](=[O:33])[CH2:31]Br)[CH2:22][C:23]([O:25][C:26]([CH3:29])([CH3:28])[CH3:27])=[O:24])=[O:19])[CH:15]([CH3:17])[CH3:16])=[O:12])([O:3][CH2:4][C:5]1[CH:10]=[CH:9][CH:8]=[CH:7][CH:6]=1)=[O:2].[Na+].[I-].[F:36][C:37]1[C:43]([F:44])=[CH:42][C:41]([F:45])=[C:40]([F:46])[C:38]=1[O-:39].[K+]. The catalyst is CC(C)=O.CCOC(C)=O. The product is [C:1]([C:11]([NH:13][C@H:14]([C:18]([NH:20][CH:21]([C:30](=[O:33])[CH2:31][O:39][C:38]1[C:40]([F:46])=[C:41]([F:45])[CH:42]=[C:43]([F:44])[C:37]=1[F:36])[CH2:22][C:23]([O:25][C:26]([CH3:29])([CH3:28])[CH3:27])=[O:24])=[O:19])[CH:15]([CH3:17])[CH3:16])=[O:12])([O:3][CH2:4][C:5]1[CH:10]=[CH:9][CH:8]=[CH:7][CH:6]=1)=[O:2]. The yield is 0.890. (2) The reactants are [F:1][C:2]1[CH:19]=[C:18]([N+:20]([O-:22])=[O:21])[CH:17]=[CH:16][C:3]=1[O:4][C:5]1[C:10]2=[C:11]([CH3:15])[C:12]([OH:14])=[CH:13][N:9]2[N:8]=[CH:7][N:6]=1.[O:23]1[CH2:28][CH2:27][N:26]([CH2:29][CH2:30]O)[CH2:25][CH2:24]1.C1C=CC(P(C2C=CC=CC=2)C2C=CC=CC=2)=CC=1.CC(OC(/N=N/C(OC(C)C)=O)=O)C. The catalyst is C1COCC1. The product is [F:1][C:2]1[CH:19]=[C:18]([N+:20]([O-:22])=[O:21])[CH:17]=[CH:16][C:3]=1[O:4][C:5]1[C:10]2=[C:11]([CH3:15])[C:12]([O:14][CH2:30][CH2:29][N:26]3[CH2:27][CH2:28][O:23][CH2:24][CH2:25]3)=[CH:13][N:9]2[N:8]=[CH:7][N:6]=1. The yield is 0.670. (3) The reactants are [C:1]([CH2:3][C:4]([O:6][CH3:7])=[O:5])#[N:2].C(N(C(C)C)CC)(C)C.[CH2:17](Br)[C:18]([C:20]1[CH:25]=[CH:24][CH:23]=[CH:22][CH:21]=1)=[O:19]. The catalyst is O1CCCC1. The product is [C:1]([CH:3]([CH2:17][C:18]([C:20]1[CH:25]=[CH:24][CH:23]=[CH:22][CH:21]=1)=[O:19])[C:4]([O:6][CH3:7])=[O:5])#[N:2]. The yield is 0.950. (4) The yield is 0.490. The reactants are [F:1][C:2]1[CH:3]=[C:4]([O:13][CH3:14])[CH:5]=[C:6]2[C:11]=1[NH:10][CH:9]=[CH:8][C:7]2=[O:12].[Cl:15]N1C(=O)CCC1=O. The catalyst is C(O)(=O)C. The product is [Cl:15][C:8]1[C:7](=[O:12])[C:6]2[C:11](=[C:2]([F:1])[CH:3]=[C:4]([O:13][CH3:14])[CH:5]=2)[NH:10][CH:9]=1. (5) The reactants are [Br:1][C:2]1[CH:11]=[CH:10][C:5]([O:6][CH2:7][CH2:8][OH:9])=[CH:4][CH:3]=1.CCN(CC)CC.[S:19](Cl)([CH3:22])(=[O:21])=[O:20]. The catalyst is C(Cl)Cl. The product is [Br:1][C:2]1[CH:11]=[CH:10][C:5]([O:6][CH2:7][CH2:8][O:9][S:19]([CH3:22])(=[O:21])=[O:20])=[CH:4][CH:3]=1. The yield is 1.00. (6) The reactants are [Br:1][C:2]1[C:3]2[CH:18]=[CH:17][C:16]([O:19][CH3:20])=[CH:15][C:4]=2[S:5][C:6]=1[C:7]1[CH:12]=[CH:11][C:10]([O:13][CH3:14])=[CH:9][CH:8]=1.FC(F)(F)C(O)=[O:24].OO.S(=O)(O)[O-].[Na+]. The catalyst is C(Cl)Cl.O. The product is [Br:1][C:2]1[C:3]2[CH:18]=[CH:17][C:16]([O:19][CH3:20])=[CH:15][C:4]=2[S:5](=[O:24])[C:6]=1[C:7]1[CH:12]=[CH:11][C:10]([O:13][CH3:14])=[CH:9][CH:8]=1. The yield is 0.880.